This data is from Reaction yield outcomes from USPTO patents with 853,638 reactions. The task is: Predict the reaction yield, written as a fraction of the theoretical maximum amount of product (1.0 means a 100% yield; for example, 0.34 means a 34% yield). (1) The reactants are [Si:1]([O:8][CH2:9][CH2:10][O:11][C:12]1[CH:13]=[CH:14][C:15]([CH2:27][OH:28])=[N:16][C:17]=1[N:18]1[CH2:23][CH2:22][N:21]([CH:24]([CH3:26])[CH3:25])[CH2:20][CH2:19]1)([C:4]([CH3:7])([CH3:6])[CH3:5])([CH3:3])[CH3:2].I(C1C=CC=CC=1C(O)=O)(=O)=O. The catalyst is ClCCCl. The product is [Si:1]([O:8][CH2:9][CH2:10][O:11][C:12]1[CH:13]=[CH:14][C:15]([CH:27]=[O:28])=[N:16][C:17]=1[N:18]1[CH2:23][CH2:22][N:21]([CH:24]([CH3:25])[CH3:26])[CH2:20][CH2:19]1)([C:4]([CH3:6])([CH3:5])[CH3:7])([CH3:3])[CH3:2]. The yield is 0.590. (2) The reactants are [C:1](N1C=CN=C1)(N1C=CN=C1)=[S:2].[CH3:13][N:14]1[CH2:19][CH2:18][N:17]([C:20]2[CH:25]=[CH:24][C:23]([NH2:26])=[CH:22][CH:21]=2)[CH2:16][CH2:15]1. The catalyst is CN(C)C=O. The product is [N:26]([C:23]1[CH:24]=[CH:25][C:20]([N:17]2[CH2:16][CH2:15][N:14]([CH3:13])[CH2:19][CH2:18]2)=[CH:21][CH:22]=1)=[C:1]=[S:2]. The yield is 0.830. (3) The catalyst is C1COCC1. The product is [F:51][C:42]1[CH:43]=[C:44]([C:47]([F:49])([F:50])[F:48])[CH:45]=[CH:46][C:41]=1[CH2:40][CH2:39][C:28]1[CH:29]=[C:30]([OH:31])[C:25](=[O:24])[NH:26][N:27]=1. The yield is 0.290. The reactants are OC1C(=O)NN=C(CCC2C=CC=CC=2)C=1.C([O:24][C:25]1[N:26]=[N:27][C:28]([C:39]#[C:40][C:41]2[CH:46]=[CH:45][C:44]([C:47]([F:50])([F:49])[F:48])=[CH:43][C:42]=2[F:51])=[CH:29][C:30]=1[O:31]CC1C=CC=CC=1)C1C=CC=CC=1. (4) The reactants are [F:1][C:2]1[CH:20]=[CH:19][C:5]([CH2:6][NH:7][C@H:8]2[C@H:13]3[O:14][C@H:10]([CH2:11][CH2:12]3)[C@H:9]2[C:15]([O:17]C)=O)=[CH:4][CH:3]=1.[CH3:21][S:22]([NH:25][C:26]1[CH:41]=[CH:40][C:29]2[NH:30][C:31]([CH2:36][C:37](O)=[O:38])=[N:32][S:33](=[O:35])(=[O:34])[C:28]=2[CH:27]=1)(=[O:24])=[O:23].CN1CCOCC1.Cl.CN(C)CCCN=C=NCC.C(N(CC)CC)C. The catalyst is CN(C)C=O.C(OCC)(=O)C. The product is [F:1][C:2]1[CH:3]=[CH:4][C:5]([CH2:6][N:7]2[C:37](=[O:38])[C:36]([C:31]3[NH:30][C:29]4[CH:40]=[CH:41][C:26]([NH:25][S:22]([CH3:21])(=[O:24])=[O:23])=[CH:27][C:28]=4[S:33](=[O:35])(=[O:34])[N:32]=3)=[C:15]([OH:17])[C@H:9]3[C@@H:8]2[C@H:13]2[O:14][C@@H:10]3[CH2:11][CH2:12]2)=[CH:19][CH:20]=1. The yield is 0.410.